Dataset: Full USPTO retrosynthesis dataset with 1.9M reactions from patents (1976-2016). Task: Predict the reactants needed to synthesize the given product. (1) The reactants are: [Br:1][C:2]1[CH:7]=[CH:6][C:5]([NH2:8])=[C:4]([C:9]2[CH2:14][CH2:13][CH2:12][CH2:11][CH:10]=2)[CH:3]=1.[C:15]([C:17]1[N:18]=[C:19]([C:30]([O-])=[O:31])[N:20]([CH2:22][O:23][CH2:24][CH2:25][Si:26]([CH3:29])([CH3:28])[CH3:27])[CH:21]=1)#[N:16].[K+].F[P-](F)(F)(F)(F)F.Br[P+](N1CCCC1)(N1CCCC1)N1CCCC1.C(N(CC)C(C)C)(C)C. Given the product [Br:1][C:2]1[CH:7]=[CH:6][C:5]([NH:8][C:30]([C:19]2[N:20]([CH2:22][O:23][CH2:24][CH2:25][Si:26]([CH3:29])([CH3:28])[CH3:27])[CH:21]=[C:17]([C:15]#[N:16])[N:18]=2)=[O:31])=[C:4]([C:9]2[CH2:14][CH2:13][CH2:12][CH2:11][CH:10]=2)[CH:3]=1, predict the reactants needed to synthesize it. (2) The reactants are: [Cl:1][C:2]1[CH:3]=[C:4]([CH2:9][N:10]2[C:14]([CH3:15])=[C:13]([C:16]([NH:18][C:19]3[S:20][C:21]([C:25](O)=[O:26])=[C:22]([CH3:24])[N:23]=3)=[O:17])[N:12]=[N:11]2)[CH:5]=[CH:6][C:7]=1[Cl:8].CN.[CH3:30][N:31](C(ON1N=NC2C=CC=NC1=2)=[N+](C)C)C.F[P-](F)(F)(F)(F)F.CCN(C(C)C)C(C)C. Given the product [Cl:1][C:2]1[CH:3]=[C:4]([CH2:9][N:10]2[C:14]([CH3:15])=[C:13]([C:16]([NH:18][C:19]3[S:20][C:21]([C:25]([NH:31][CH3:30])=[O:26])=[C:22]([CH3:24])[N:23]=3)=[O:17])[N:12]=[N:11]2)[CH:5]=[CH:6][C:7]=1[Cl:8], predict the reactants needed to synthesize it.